Dataset: Forward reaction prediction with 1.9M reactions from USPTO patents (1976-2016). Task: Predict the product of the given reaction. Given the reactants [CH3:1][O:2][C:3]1[CH:22]=[CH:21][C:6]([CH2:7][O:8][C@H:9]([C@H:11]([CH2:16][CH2:17][CH:18]([CH3:20])[CH3:19])[C:12](OC)=[O:13])[CH3:10])=[CH:5][CH:4]=1, predict the reaction product. The product is: [CH3:1][O:2][C:3]1[CH:4]=[CH:5][C:6]([CH2:7][O:8][C@H:9]([C@H:11]([CH2:16][CH2:17][CH:18]([CH3:19])[CH3:20])[CH:12]=[O:13])[CH3:10])=[CH:21][CH:22]=1.